Predict the product of the given reaction. From a dataset of Forward reaction prediction with 1.9M reactions from USPTO patents (1976-2016). (1) Given the reactants [NH2:1][C:2]([C:4]1[CH:5]=[N:6][C:7]2[C:12]([C:13]=1[NH:14][C:15]1[CH:16]=[C:17]([CH:23]=[CH:24][CH:25]=1)[C:18]([O:20]CC)=[O:19])=[CH:11][CH:10]=[C:9]([C:26]1[CH:31]=[C:30]([CH3:32])[N:29]=[C:28]([Cl:33])[CH:27]=1)[CH:8]=2)=[O:3].[OH-].[Na+], predict the reaction product. The product is: [NH2:1][C:2]([C:4]1[CH:5]=[N:6][C:7]2[C:12]([C:13]=1[NH:14][C:15]1[CH:16]=[C:17]([CH:23]=[CH:24][CH:25]=1)[C:18]([OH:20])=[O:19])=[CH:11][CH:10]=[C:9]([C:26]1[CH:31]=[C:30]([CH3:32])[N:29]=[C:28]([Cl:33])[CH:27]=1)[CH:8]=2)=[O:3]. (2) Given the reactants [Cl:1][C:2]1[CH:7]=[C:6]([Cl:8])[CH:5]=[CH:4][C:3]=1[C:9]1[CH:10]=[C:11]([CH:13]=[CH:14][CH:15]=1)N.[CH:16]([S:19][S:19][CH:16]([CH3:18])[CH3:17])([CH3:18])[CH3:17].N(OC(C)(C)C)=O, predict the reaction product. The product is: [CH:16]([S:19][C:11]1[CH:13]=[CH:14][CH:15]=[C:9]([C:3]2[CH:4]=[CH:5][C:6]([Cl:8])=[CH:7][C:2]=2[Cl:1])[CH:10]=1)([CH3:18])[CH3:17].